From a dataset of Full USPTO retrosynthesis dataset with 1.9M reactions from patents (1976-2016). Predict the reactants needed to synthesize the given product. Given the product [C:1]([O:5][C@@H:6]([C:10]1[C:34]([CH3:35])=[CH:33][C:13]2[N:14]=[C:15]([N:17]3[CH2:22][CH2:21][O:20][C@H:19]([C:23]4[CH:24]=[C:25]5[C:29](=[CH:30][CH:31]=4)[N:28]([CH3:32])[N:27]=[CH:26]5)[CH2:18]3)[S:16][C:12]=2[C:11]=1[C:36]1[CH:37]=[CH:38][C:39]([Cl:42])=[CH:40][CH:41]=1)[C:7]([OH:9])=[O:8])([CH3:4])([CH3:2])[CH3:3].[C:43]([O:47][C@@H:48]([C:52]1[C:76]([CH3:77])=[CH:75][C:55]2[N:56]=[C:57]([N:59]3[CH2:64][CH2:63][O:62][C@@H:61]([C:65]4[CH:66]=[C:67]5[C:71](=[CH:72][CH:73]=4)[N:70]([CH3:74])[N:69]=[CH:68]5)[CH2:60]3)[S:58][C:54]=2[C:53]=1[C:78]1[CH:79]=[CH:80][C:81]([Cl:84])=[CH:82][CH:83]=1)[C:49]([OH:51])=[O:50])([CH3:46])([CH3:44])[CH3:45], predict the reactants needed to synthesize it. The reactants are: [C:1]([O:5][C@@H:6]([C:10]1[C:34]([CH3:35])=[CH:33][C:13]2[N:14]=[C:15]([N:17]3[CH2:22][CH2:21][O:20][C@@H:19]([C:23]4[CH:24]=[C:25]5[C:29](=[CH:30][CH:31]=4)[N:28]([CH3:32])[N:27]=[CH:26]5)[CH2:18]3)[S:16][C:12]=2[C:11]=1[C:36]1[CH:41]=[CH:40][C:39]([Cl:42])=[CH:38][CH:37]=1)[C:7]([OH:9])=[O:8])([CH3:4])([CH3:3])[CH3:2].[C:43]([O:47][C@@H:48]([C:52]1[C:76]([CH3:77])=[CH:75][C:55]2[N:56]=[C:57]([N:59]3[CH2:64][CH2:63][O:62][CH:61]([C:65]4[CH:66]=[C:67]5[C:71](=[CH:72][CH:73]=4)[N:70]([CH3:74])[N:69]=[CH:68]5)[CH2:60]3)[S:58][C:54]=2[C:53]=1[C:78]1[CH:83]=[CH:82][C:81]([Cl:84])=[CH:80][CH:79]=1)[C:49]([OH:51])=[O:50])([CH3:46])([CH3:45])[CH3:44].